From a dataset of Drug-target binding data from BindingDB using Kd measurements. Regression. Given a target protein amino acid sequence and a drug SMILES string, predict the binding affinity score between them. We predict pKd (pKd = -log10(Kd in M); higher means stronger binding). Dataset: bindingdb_kd. The drug is C[N+]1(C)[C@H]2CC(OC(=O)[C@H](CO)c3ccccc3)C[C@@H]1[C@H]1O[C@@H]21. The target protein sequence is MTLHSQSTTSPLFPQISSSWVHSPSEAGLPLGTVTQLGSYQISQETGQFSSQDTSSDPLGGHTIWQVVFIAFLTGFLALVTIIGNILVIVAFKVNKQLKTVNNYFLLSLASADLIIGVISMNLFTTYIIMNRWALGNLACDLWLSIDYVASNASVMNLLVISFDRYFSITRPLTYRAKRTTKRAGVMIGLAWVISFVLWAPAILFWQYFVGKRTVPPGECFIQFLSEPTITFGTAIAAFYMPVTIMTILYWRIYKETEKRTKELAGLQASGTEIEGRIEGRIEGRTRSQITKRKRMSLIKEKKAAQTLSAILLAFIITWTPYNIMVLVNTFADSAIPKTYWNLGYWLCYINSTVNPVAYALSNKTFRTTFKTLLLSQSDKRKRRKQQYQQRQSVIFHKRVPEQAL. The pKd is 9.3.